The task is: Predict the reaction yield, written as a fraction of the theoretical maximum amount of product (1.0 means a 100% yield; for example, 0.34 means a 34% yield).. This data is from Reaction yield outcomes from USPTO patents with 853,638 reactions. (1) The reactants are [CH3:1][O:2][C:3]1[CH:4]=[C:5]([NH:11][C:12]2[C:13]3[N:29]=[CH:28][S:27][C:14]=3[N:15]=[C:16]([N:18]3[CH2:23][CH2:22][CH:21]([C:24](O)=[O:25])[CH2:20][CH2:19]3)[N:17]=2)[CH:6]=[CH:7][C:8]=1[O:9][CH3:10].[N:30]1[CH:35]=[CH:34][C:33]([CH2:36][CH2:37][NH2:38])=[CH:32][CH:31]=1.CCN=C=NCCCN(C)C.CN1C=CN=C1. The product is [CH3:1][O:2][C:3]1[CH:4]=[C:5]([NH:11][C:12]2[C:13]3[N:29]=[CH:28][S:27][C:14]=3[N:15]=[C:16]([N:18]3[CH2:23][CH2:22][CH:21]([C:24]([NH:38][CH2:37][CH2:36][C:33]4[CH:34]=[CH:35][N:30]=[CH:31][CH:32]=4)=[O:25])[CH2:20][CH2:19]3)[N:17]=2)[CH:6]=[CH:7][C:8]=1[O:9][CH3:10]. The catalyst is C(Cl)Cl. The yield is 0.480. (2) The reactants are [Cl:1][C:2]1[C:9]([F:10])=[CH:8][C:5]([CH:6]=O)=[C:4]([F:11])[CH:3]=1.[NH:12]1[CH2:17][CH2:16][O:15][CH2:14][CH2:13]1.C(O[BH-](OC(=O)C)OC(=O)C)(=O)C.[Na+].C([O-])(O)=O.[Na+]. The catalyst is ClC(Cl)C. The product is [Cl:1][C:2]1[C:9]([F:10])=[CH:8][C:5]([CH2:6][N:12]2[CH2:17][CH2:16][O:15][CH2:14][CH2:13]2)=[C:4]([F:11])[CH:3]=1. The yield is 0.430. (3) The reactants are [F:1][C:2]1[C:15]([F:16])=[CH:14][CH:13]=[CH:12][C:3]=1[C:4]([CH:6]1[CH2:11][CH2:10][O:9][CH2:8][CH2:7]1)=[O:5].[BH4-].[Na+]. The catalyst is CO. The product is [F:1][C:2]1[C:15]([F:16])=[CH:14][CH:13]=[CH:12][C:3]=1[CH:4]([CH:6]1[CH2:11][CH2:10][O:9][CH2:8][CH2:7]1)[OH:5]. The yield is 0.990. (4) The catalyst is O.C(OCC)(=O)C.CCCCCC. The reactants are [N:1]1[C:9]([NH2:10])=[C:8]2[C:4]([N:5]=[CH:6][NH:7]2)=[N:3][CH:2]=1.C(=O)([O-])[O-].[K+].[K+].C1OCCOCCOCCOCCOCCOC1.[CH3:35][C:36]1([CH3:72])[O:41][CH2:40][C:39]([CH2:53][O:54][Si:55]([C:68]([CH3:71])([CH3:70])[CH3:69])([C:62]2[CH:67]=[CH:66][CH:65]=[CH:64][CH:63]=2)[C:56]2[CH:61]=[CH:60][CH:59]=[CH:58][CH:57]=2)([CH2:42]S(C2C(C)=CC=CC=2)(=O)=O)[CH2:38][O:37]1. The yield is 0.766. The product is [CH3:35][C:36]1([CH3:72])[O:37][CH2:38][C:39]([CH2:53][O:54][Si:55]([C:68]([CH3:71])([CH3:70])[CH3:69])([C:62]2[CH:63]=[CH:64][CH:65]=[CH:66][CH:67]=2)[C:56]2[CH:57]=[CH:58][CH:59]=[CH:60][CH:61]=2)([CH2:42][N:5]2[CH:6]=[N:7][C:8]3[C:4]2=[N:3][CH:2]=[N:1][C:9]=3[NH2:10])[CH2:40][O:41]1. (5) The reactants are [CH3:1][O:2][C:3](=[O:16])[CH:4]=[CH:5][C:6]1[CH:11]=[CH:10][CH:9]=[C:8]([S:12](Cl)(=[O:14])=[O:13])[CH:7]=1.[CH3:17][O:18][C:19]1[C:20]([NH2:25])=[CH:21][CH:22]=[CH:23][CH:24]=1.C([O-])(O)=O.[Na+]. The catalyst is O1CCOCC1.O. The product is [CH3:1][O:2][C:3](=[O:16])[CH:4]=[CH:5][C:6]1[CH:11]=[CH:10][CH:9]=[C:8]([S:12](=[O:14])(=[O:13])[NH:25][C:20]2[CH:21]=[CH:22][CH:23]=[CH:24][C:19]=2[O:18][CH3:17])[CH:7]=1. The yield is 0.790. (6) The reactants are [NH2:1][C:2]1[CH:10]=[CH:9][C:8]([N+:11]([O-:13])=[O:12])=[CH:7][C:3]=1[C:4]([OH:6])=[O:5].[ClH:14].[N:15]([O-])=O.[Na+]. The catalyst is O. The product is [ClH:14].[NH:1]([C:2]1[CH:10]=[CH:9][C:8]([N+:11]([O-:13])=[O:12])=[CH:7][C:3]=1[C:4]([OH:6])=[O:5])[NH2:15]. The yield is 0.930.